Dataset: Reaction yield outcomes from USPTO patents with 853,638 reactions. Task: Predict the reaction yield, written as a fraction of the theoretical maximum amount of product (1.0 means a 100% yield; for example, 0.34 means a 34% yield). (1) The reactants are Br[C:2]1[CH:3]=[C:4]([CH:7]=[CH:8][CH:9]=1)[CH:5]=[O:6].[C:10]([C:13]1[CH:18]=[CH:17][C:16](B(O)O)=[CH:15][CH:14]=1)([OH:12])=[O:11].[C:22]([O-])([O-])=O.[Na+].[Na+].CI. The catalyst is CC#N.C1C=CC([P]([Pd]([P](C2C=CC=CC=2)(C2C=CC=CC=2)C2C=CC=CC=2)([P](C2C=CC=CC=2)(C2C=CC=CC=2)C2C=CC=CC=2)[P](C2C=CC=CC=2)(C2C=CC=CC=2)C2C=CC=CC=2)(C2C=CC=CC=2)C2C=CC=CC=2)=CC=1.CCOC(C)=O.CN(C=O)C. The product is [CH:5]([C:4]1[CH:3]=[C:2]([C:16]2[CH:17]=[CH:18][C:13]([C:10]([O:12][CH3:22])=[O:11])=[CH:14][CH:15]=2)[CH:9]=[CH:8][CH:7]=1)=[O:6]. The yield is 0.820. (2) The reactants are Cl.[O:2]=[C:3]1[NH:7][CH2:6][CH2:5][N:4]1[C:8]1[CH:13]=[CH:12][CH:11]=[CH:10][C:9]=1/[CH:14]=[CH:15]/[C:16]([O:18][CH2:19][CH3:20])=[O:17].C(N(CC)CC)C.[CH3:28][O:29][C:30]1[CH:37]=[CH:36][C:33]([CH:34]=O)=[CH:32][CH:31]=1.C(O[BH-](OC(=O)C)OC(=O)C)(=O)C.[Na+]. The catalyst is ClCCCl.C(O)(=O)C. The product is [CH3:28][O:29][C:30]1[CH:37]=[CH:36][C:33]([CH2:34][N:7]2[CH2:6][CH2:5][N:4]([C:8]3[CH:13]=[CH:12][CH:11]=[CH:10][C:9]=3/[CH:14]=[CH:15]/[C:16]([O:18][CH2:19][CH3:20])=[O:17])[C:3]2=[O:2])=[CH:32][CH:31]=1. The yield is 0.350. (3) The reactants are [CH2:1]([C:3]1[S:7][C:6]([C:8]([O:10][CH3:11])=[O:9])=[CH:5][C:4]=1[C:12]1[N:16]([CH3:17])[N:15]=[CH:14][CH:13]=1)[CH3:2].[Br:18]N1C(=O)CCC1=O. The catalyst is O1CCCC1. The product is [Br:18][C:13]1[CH:14]=[N:15][N:16]([CH3:17])[C:12]=1[C:4]1[CH:5]=[C:6]([C:8]([O:10][CH3:11])=[O:9])[S:7][C:3]=1[CH2:1][CH3:2]. The yield is 0.890. (4) The reactants are C[O:2][C:3]1[CH:4]=[N:5][C:6]2[N:28]([CH:29]=1)[C:9]1[N:10]([C:19]3[CH:24]=[CH:23][C:22]([N+:25]([O-:27])=[O:26])=[CH:21][CH:20]=3)[C:11](=[O:18])[C:12]3[C:17]([C:8]=1[N:7]=2)=[CH:16][CH:15]=[CH:14][CH:13]=3.Br. No catalyst specified. The product is [OH:2][C:3]1[CH:4]=[N:5][C:6]2[N:28]([CH:29]=1)[C:9]1[N:10]([C:19]3[CH:20]=[CH:21][C:22]([N+:25]([O-:27])=[O:26])=[CH:23][CH:24]=3)[C:11](=[O:18])[C:12]3[C:17]([C:8]=1[N:7]=2)=[CH:16][CH:15]=[CH:14][CH:13]=3. The yield is 0.0800. (5) The yield is 0.990. The catalyst is O1CCOCC1.O.CC(C)([P](C(C)(C)C)([Pd][P](C(C)(C)C)(C(C)(C)C)C(C)(C)C)C(C)(C)C)C. The reactants are Br[C:2]1[CH:3]=[C:4]([C:7]([O:9][CH3:10])=[O:8])[S:5][CH:6]=1.C(=O)([O-])[O-].[K+].[K+].[CH3:17][N:18]1[C:22](B2OC(C)(C)C(C)(C)O2)=[CH:21][CH:20]=[N:19]1. The product is [CH3:17][N:18]1[C:22]([C:2]2[CH:3]=[C:4]([C:7]([O:9][CH3:10])=[O:8])[S:5][CH:6]=2)=[CH:21][CH:20]=[N:19]1.